The task is: Predict the product of the given reaction.. This data is from Forward reaction prediction with 1.9M reactions from USPTO patents (1976-2016). (1) Given the reactants [C:1]([O:5][C:6]([N:8]1[CH2:11][CH:10]([C:12](O)=O)[CH2:9]1)=[O:7])([CH3:4])([CH3:3])[CH3:2].C1N=CN(C(N2C=NC=C2)=O)C=1.[CH3:27][C:28]1[CH:29]=[C:30]([NH2:35])[C:31]([NH2:34])=[CH:32][CH:33]=1, predict the reaction product. The product is: [C:1]([O:5][C:6]([N:8]1[CH2:11][CH:10]([C:12]2[NH:34][C:31]3[CH:32]=[CH:33][C:28]([CH3:27])=[CH:29][C:30]=3[N:35]=2)[CH2:9]1)=[O:7])([CH3:4])([CH3:3])[CH3:2]. (2) Given the reactants Br[C:2]1[C:3]([CH3:20])=[N:4][CH:5]=[C:6]([C:18]=1[OH:19])[C:7]([NH:9][CH2:10][C:11]1[CH:16]=[CH:15][C:14]([F:17])=[CH:13][CH:12]=1)=[O:8].[CH3:21][O-:22].[Na+].CO, predict the reaction product. The product is: [F:17][C:14]1[CH:15]=[CH:16][C:11]([CH2:10][NH:9][C:7](=[O:8])[C:6]2[C:18]([OH:19])=[C:2]([O:22][CH3:21])[C:3]([CH3:20])=[N:4][CH:5]=2)=[CH:12][CH:13]=1.